This data is from Catalyst prediction with 721,799 reactions and 888 catalyst types from USPTO. The task is: Predict which catalyst facilitates the given reaction. (1) Reactant: I[CH3:2].[I:3][C:4]1[CH:5]=[C:6]([C:10]2[N:14]=[C:13]([CH:15]3[CH2:20][O:19][CH2:18][CH2:17][N:16]3[C:21](=[S:24])[NH:22][CH3:23])[O:12][N:11]=2)[CH:7]=[CH:8][CH:9]=1. Product: [I:3][C:4]1[CH:5]=[C:6]([C:10]2[N:14]=[C:13]([CH:15]3[CH2:20][O:19][CH2:18][CH2:17][N:16]3[C:21]([S:24][CH3:2])=[N:22][CH3:23])[O:12][N:11]=2)[CH:7]=[CH:8][CH:9]=1. The catalyst class is: 5. (2) Reactant: [NH2:1][C:2]1[C:11]2[C:6](=[CH:7][C:8](F)=[CH:9][CH:10]=2)[C:5]([Br:13])=[CH:4][N:3]=1.[CH3:14][C:15]1([CH3:29])[CH2:23][C:22]2[NH:21][N:20]=[C:19]([C:24]([F:27])([F:26])[F:25])[C:18]=2[C:17](=[O:28])[CH2:16]1.[H-].[Na+].[NH4+].[Cl-]. Product: [NH2:1][C:2]1[C:11]2[C:6](=[CH:7][C:8]([N:21]3[C:22]4[CH2:23][C:15]([CH3:29])([CH3:14])[CH2:16][C:17](=[O:28])[C:18]=4[C:19]([C:24]([F:25])([F:27])[F:26])=[N:20]3)=[CH:9][CH:10]=2)[C:5]([Br:13])=[CH:4][N:3]=1. The catalyst class is: 3.